Dataset: Reaction yield outcomes from USPTO patents with 853,638 reactions. Task: Predict the reaction yield, written as a fraction of the theoretical maximum amount of product (1.0 means a 100% yield; for example, 0.34 means a 34% yield). The product is [Br:21][C:11]1[C:4]([CH:1]2[CH2:2][CH2:3]2)=[N:5][C:6]([OH:13])=[C:7]([C:10]=1[CH3:12])[C:8]#[N:9]. The yield is 0.760. The catalyst is ClCCCl. The reactants are [CH:1]1([C:4]2[CH:11]=[C:10]([CH3:12])[C:7]([C:8]#[N:9])=[C:6]([OH:13])[N:5]=2)[CH2:3][CH2:2]1.C1C(=O)N([Br:21])C(=O)C1.